Dataset: Full USPTO retrosynthesis dataset with 1.9M reactions from patents (1976-2016). Task: Predict the reactants needed to synthesize the given product. Given the product [C:1]([C:5]1[CH:6]=[CH:7][C:8]([C:9]([NH:11][C:12]2[C:13]([CH3:44])=[C:14]([C:18]3[N:23]=[C:22]([NH:24][C:25]4[CH:30]=[CH:29][C:28]([CH:31]([N:37]([CH:39]([CH3:40])[CH3:41])[CH3:38])[C:32]([OH:34])=[O:33])=[CH:27][CH:26]=4)[C:21](=[O:42])[N:20]([CH3:43])[CH:19]=3)[CH:15]=[CH:16][CH:17]=2)=[O:10])=[CH:45][CH:46]=1)([CH3:2])([CH3:3])[CH3:4], predict the reactants needed to synthesize it. The reactants are: [C:1]([C:5]1[CH:46]=[CH:45][C:8]([C:9]([NH:11][C:12]2[C:13]([CH3:44])=[C:14]([C:18]3[N:23]=[C:22]([NH:24][C:25]4[CH:30]=[CH:29][C:28]([CH:31]([N:37]([CH:39]([CH3:41])[CH3:40])[CH3:38])[C:32]([O:34]CC)=[O:33])=[CH:27][CH:26]=4)[C:21](=[O:42])[N:20]([CH3:43])[CH:19]=3)[CH:15]=[CH:16][CH:17]=2)=[O:10])=[CH:7][CH:6]=1)([CH3:4])([CH3:3])[CH3:2].C1COCC1.[OH-].[Li+].C(O)(=O)CC(CC(O)=O)(C(O)=O)O.